From a dataset of NCI-60 drug combinations with 297,098 pairs across 59 cell lines. Regression. Given two drug SMILES strings and cell line genomic features, predict the synergy score measuring deviation from expected non-interaction effect. (1) Drug 1: C1C(C(OC1N2C=NC3=C(N=C(N=C32)Cl)N)CO)O. Drug 2: CCC1(C2=C(COC1=O)C(=O)N3CC4=CC5=C(C=CC(=C5CN(C)C)O)N=C4C3=C2)O.Cl. Cell line: A549. Synergy scores: CSS=55.1, Synergy_ZIP=-9.68, Synergy_Bliss=-9.39, Synergy_Loewe=-8.22, Synergy_HSA=-5.51. (2) Drug 1: C1CC(=O)NC(=O)C1N2CC3=C(C2=O)C=CC=C3N. Drug 2: CC1=C(C(=CC=C1)Cl)NC(=O)C2=CN=C(S2)NC3=CC(=NC(=N3)C)N4CCN(CC4)CCO. Cell line: UACC-257. Synergy scores: CSS=-6.19, Synergy_ZIP=1.07, Synergy_Bliss=-3.14, Synergy_Loewe=-6.58, Synergy_HSA=-7.55. (3) Drug 1: C1=NC2=C(N=C(N=C2N1C3C(C(C(O3)CO)O)O)F)N. Drug 2: CCCCC(=O)OCC(=O)C1(CC(C2=C(C1)C(=C3C(=C2O)C(=O)C4=C(C3=O)C=CC=C4OC)O)OC5CC(C(C(O5)C)O)NC(=O)C(F)(F)F)O. Cell line: SN12C. Synergy scores: CSS=21.1, Synergy_ZIP=1.07, Synergy_Bliss=4.45, Synergy_Loewe=-13.5, Synergy_HSA=1.69. (4) Drug 1: C1CC(=O)NC(=O)C1N2C(=O)C3=CC=CC=C3C2=O. Drug 2: C1CNP(=O)(OC1)N(CCCl)CCCl. Cell line: TK-10. Synergy scores: CSS=1.87, Synergy_ZIP=-1.05, Synergy_Bliss=-1.98, Synergy_Loewe=0.524, Synergy_HSA=-1.02. (5) Drug 1: CN(CCCl)CCCl.Cl. Drug 2: C1CN(P(=O)(OC1)NCCCl)CCCl. Cell line: COLO 205. Synergy scores: CSS=35.0, Synergy_ZIP=-7.88, Synergy_Bliss=1.77, Synergy_Loewe=1.96, Synergy_HSA=2.04. (6) Drug 1: CC1=C(N=C(N=C1N)C(CC(=O)N)NCC(C(=O)N)N)C(=O)NC(C(C2=CN=CN2)OC3C(C(C(C(O3)CO)O)O)OC4C(C(C(C(O4)CO)O)OC(=O)N)O)C(=O)NC(C)C(C(C)C(=O)NC(C(C)O)C(=O)NCCC5=NC(=CS5)C6=NC(=CS6)C(=O)NCCC[S+](C)C)O. Drug 2: CC12CCC3C(C1CCC2OP(=O)(O)O)CCC4=C3C=CC(=C4)OC(=O)N(CCCl)CCCl.[Na+]. Cell line: T-47D. Synergy scores: CSS=5.92, Synergy_ZIP=-2.16, Synergy_Bliss=1.38, Synergy_Loewe=-5.93, Synergy_HSA=-1.32. (7) Drug 1: CC1=C2C(C(=O)C3(C(CC4C(C3C(C(C2(C)C)(CC1OC(=O)C(C(C5=CC=CC=C5)NC(=O)OC(C)(C)C)O)O)OC(=O)C6=CC=CC=C6)(CO4)OC(=O)C)O)C)O. Drug 2: COCCOC1=C(C=C2C(=C1)C(=NC=N2)NC3=CC=CC(=C3)C#C)OCCOC.Cl. Cell line: HCC-2998. Synergy scores: CSS=24.0, Synergy_ZIP=4.26, Synergy_Bliss=3.07, Synergy_Loewe=6.94, Synergy_HSA=5.15.